From a dataset of Full USPTO retrosynthesis dataset with 1.9M reactions from patents (1976-2016). Predict the reactants needed to synthesize the given product. (1) Given the product [C:14]([C:11]1[N:12]([CH3:13])[C:8]([C:5]2[CH:6]=[CH:7][C:2]([NH:1][C:16](=[O:20])[CH2:17][CH2:18][CH3:19])=[CH:3][CH:4]=2)=[CH:9][CH:10]=1)#[N:15], predict the reactants needed to synthesize it. The reactants are: [NH2:1][C:2]1[CH:7]=[CH:6][C:5]([C:8]2[N:12]([CH3:13])[C:11]([C:14]#[N:15])=[CH:10][CH:9]=2)=[CH:4][CH:3]=1.[C:16](Cl)(=[O:20])[CH2:17][CH2:18][CH3:19]. (2) The reactants are: [OH:1][C:2]1[CH:6]=[CH:5][S:4][C:3]=1[C:7]([O:9]C)=[O:8].[OH-].[Li+]. Given the product [OH:1][C:2]1[CH:6]=[CH:5][S:4][C:3]=1[C:7]([OH:9])=[O:8], predict the reactants needed to synthesize it. (3) Given the product [Br:1][C:2]1[CH:3]=[CH:4][C:5]2[C@@H:15]3[C@:11]([CH3:16])([CH2:12][N:13]([CH3:19])[CH2:14]3)[O:10][CH2:9][C:6]=2[C:7]=1[Cl:8], predict the reactants needed to synthesize it. The reactants are: [Br:1][C:2]1[CH:3]=[CH:4][C:5]2[C@@H:15]3[C@:11]([CH3:16])([CH2:12][NH:13][CH2:14]3)[O:10][CH2:9][C:6]=2[C:7]=1[Cl:8].C=O.[C:19](O[BH-](OC(=O)C)OC(=O)C)(=O)C.[Na+]. (4) Given the product [CH3:27][C:28]1[NH:29][N:30]=[CH:31][C:32]=1[C:2]1[S:10][C:9]2[C:8](=[O:11])[NH:7][C:6]([C@@H:12]3[CH:17]4[CH2:18][CH2:19][CH:14]([CH2:15][CH2:16]4)[N:13]3[C:20]([O:22][C:23]([CH3:25])([CH3:24])[CH3:26])=[O:21])=[N:5][C:4]=2[CH:3]=1, predict the reactants needed to synthesize it. The reactants are: Br[C:2]1[S:10][C:9]2[C:8](=[O:11])[NH:7][C:6]([C@@H:12]3[CH:17]4[CH2:18][CH2:19][CH:14]([CH2:15][CH2:16]4)[N:13]3[C:20]([O:22][C:23]([CH3:26])([CH3:25])[CH3:24])=[O:21])=[N:5][C:4]=2[CH:3]=1.[CH3:27][C:28]1[C:32](B2OC(C)(C)C(C)(C)O2)=[CH:31][N:30](C(OC(C)(C)C)=O)[N:29]=1.C(=O)([O-])[O-].[Na+].[Na+].COCCOC. (5) Given the product [Cl:17][C:18]1[CH:31]=[CH:30][C:21]2[N:22]([CH2:26][C:27]([N:12]3[CH2:13][CH2:14][N:9]([CH2:8][C:7]4[CH:15]=[CH:16][C:4]([F:3])=[CH:5][CH:6]=4)[CH2:10][CH2:11]3)=[O:28])[C:23](=[O:25])[O:24][C:20]=2[CH:19]=1, predict the reactants needed to synthesize it. The reactants are: Cl.Cl.[F:3][C:4]1[CH:16]=[CH:15][C:7]([CH2:8][N:9]2[CH2:14][CH2:13][NH:12][CH2:11][CH2:10]2)=[CH:6][CH:5]=1.[Cl:17][C:18]1[CH:31]=[CH:30][C:21]2[N:22]([CH2:26][C:27](O)=[O:28])[C:23](=[O:25])[O:24][C:20]=2[CH:19]=1.CCN(C(C)C)C(C)C.CN(C(ON1N=NC2C=CC=NC1=2)=[N+](C)C)C.F[P-](F)(F)(F)(F)F. (6) Given the product [CH3:1][O:2][C:3]1[CH:4]=[C:5]2[C:10](=[C:11]3[CH2:15][C:14]([CH3:17])([CH3:16])[O:13][C:12]=13)[C:9]([C:18]1[CH:19]=[C:20]([NH:24][C:34](=[O:36])[CH3:35])[CH:21]=[CH:22][CH:23]=1)=[N:8][C:7]([CH3:26])([CH3:25])[CH2:6]2, predict the reactants needed to synthesize it. The reactants are: [CH3:1][O:2][C:3]1[CH:4]=[C:5]2[C:10](=[C:11]3[CH2:15][C:14]([CH3:17])([CH3:16])[O:13][C:12]=13)[C:9]([C:18]1[CH:19]=[C:20]([NH2:24])[CH:21]=[CH:22][CH:23]=1)=[N:8][C:7]([CH3:26])([CH3:25])[CH2:6]2.C(N(CC)CC)C.[C:34](Cl)(=[O:36])[CH3:35].O. (7) The reactants are: [C:1](#[N:5])[CH2:2][C:3]#[N:4].Br[CH2:7][C:8]([C:10]1[CH:15]=[CH:14][CH:13]=[CH:12][CH:11]=1)=[O:9].[OH-].[Na+]. Given the product [O:9]=[C:8]([C:10]1[CH:15]=[CH:14][CH:13]=[CH:12][CH:11]=1)[CH2:7][CH:2]([C:1]#[N:5])[C:3]#[N:4], predict the reactants needed to synthesize it. (8) Given the product [CH2:19]([C:16]1[CH:17]=[CH:18][C:13]([NH:12][C:11]2[C:6]([C:4]([OH:5])=[O:3])=[CH:7][N:8]([CH3:23])[C:9](=[O:22])[CH:10]=2)=[C:14]([F:21])[CH:15]=1)[CH3:20], predict the reactants needed to synthesize it. The reactants are: C([O:3][C:4]([C:6]1[C:11]([NH:12][C:13]2[CH:18]=[CH:17][C:16]([CH2:19][CH3:20])=[CH:15][C:14]=2[F:21])=[CH:10][C:9](=[O:22])[N:8]([CH3:23])[CH:7]=1)=[O:5])C.[OH-].[Na+].